Predict the product of the given reaction. From a dataset of Forward reaction prediction with 1.9M reactions from USPTO patents (1976-2016). (1) Given the reactants [H-].[Na+].[CH2:3](Br)[C:4]1[CH:9]=[CH:8][CH:7]=[CH:6][CH:5]=1.[NH2:11][C:12]1[N:17]=[C:16]([C:18]([O:20][CH3:21])=[O:19])[C:15]([Br:22])=[CH:14][CH:13]=1, predict the reaction product. The product is: [Br:22][C:15]1[C:16]([C:18]([O:20][CH3:21])=[O:19])=[N:17][C:12]([N:11]([CH2:3][C:4]2[CH:9]=[CH:8][CH:7]=[CH:6][CH:5]=2)[CH2:3][C:4]2[CH:9]=[CH:8][CH:7]=[CH:6][CH:5]=2)=[CH:13][CH:14]=1. (2) Given the reactants [C:1]([O:5][C:6]([NH:8][CH:9]1[CH2:14][CH2:13][CH:12]([C:15]([OH:17])=O)[CH2:11][CH2:10]1)=[O:7])([CH3:4])([CH3:3])[CH3:2].C[CH2:19][N:20]=[C:21]=NCCCN(C)C.C1C=CC2N(O)N=NC=2C=1.CNC, predict the reaction product. The product is: [C:1]([O:5][C:6](=[O:7])[NH:8][CH:9]1[CH2:14][CH2:13][CH:12]([C:15](=[O:17])[N:20]([CH3:21])[CH3:19])[CH2:11][CH2:10]1)([CH3:4])([CH3:3])[CH3:2]. (3) Given the reactants [CH3:1][C:2]1[CH:10]=[CH:9][CH:8]=[C:7]([N+:11]([O-])=O)[C:3]=1[C:4]([OH:6])=[O:5], predict the reaction product. The product is: [NH2:11][C:7]1[CH:8]=[CH:9][CH:10]=[C:2]([CH3:1])[C:3]=1[C:4]([OH:6])=[O:5]. (4) The product is: [Br:1][C:2]1[CH:3]=[CH:4][C:5]2[N:6]([C:8]([C:11]3[N:14]=[C:15]([CH3:16])[O:13][N:12]=3)=[CH:9][N:10]=2)[CH:7]=1. Given the reactants [Br:1][C:2]1[CH:3]=[CH:4][C:5]2[N:6]([C:8]([C:11](=[NH:14])[NH:12][OH:13])=[CH:9][N:10]=2)[CH:7]=1.[CH3:15][C:16](OCC1C2C(=CC=CC=2)C(COC(C)=O)=C2C=1C=CC=C2)=O, predict the reaction product. (5) Given the reactants [F:1][C:2]1[CH:3]=[C:4]([C@H:9]2[CH2:13][O:12][C:11](=[O:14])[NH:10]2)[CH:5]=[CH:6][C:7]=1[F:8].Br[CH2:16][CH2:17][CH2:18][CH2:19][CH2:20][Cl:21], predict the reaction product. The product is: [Cl:21][CH2:20][CH2:19][CH2:18][CH2:17][CH2:16][N:10]1[C@@H:9]([C:4]2[CH:5]=[CH:6][C:7]([F:8])=[C:2]([F:1])[CH:3]=2)[CH2:13][O:12][C:11]1=[O:14]. (6) Given the reactants [Br:1][C:2]1[C:7](=[O:8])[N:6]2[CH:9]=[C:10]([F:13])[CH:11]=[CH:12][C:5]2=[N:4][C:3]=1[CH:14](O)[CH3:15].C1(P(C2C=CC=CC=2)C2C=CC=CC=2)C=CC=CC=1.[C:36]1(=[O:46])[NH:40][C:39](=[O:41])[C:38]2=[CH:42][CH:43]=[CH:44][CH:45]=[C:37]12.N(C(OC(C)C)=O)=NC(OC(C)C)=O, predict the reaction product. The product is: [Br:1][C:2]1[C:7](=[O:8])[N:6]2[CH:9]=[C:10]([F:13])[CH:11]=[CH:12][C:5]2=[N:4][C:3]=1[CH:14]([N:40]1[C:36](=[O:46])[C:37]2[C:38](=[CH:42][CH:43]=[CH:44][CH:45]=2)[C:39]1=[O:41])[CH3:15]. (7) Given the reactants O[CH2:2][C:3]1[O:11][C:10]2[C:9]([C:12]3[CH:17]=[CH:16][N:15]=[C:14]([NH:18][C:19](=[O:21])[CH3:20])[CH:13]=3)=[CH:8][N:7]([CH3:22])[C:6](=[O:23])[C:5]=2[CH:4]=1.P(Br)(Br)[Br:25], predict the reaction product. The product is: [Br:25][CH2:2][C:3]1[O:11][C:10]2[C:9]([C:12]3[CH:17]=[CH:16][N:15]=[C:14]([NH:18][C:19](=[O:21])[CH3:20])[CH:13]=3)=[CH:8][N:7]([CH3:22])[C:6](=[O:23])[C:5]=2[CH:4]=1.